From a dataset of Forward reaction prediction with 1.9M reactions from USPTO patents (1976-2016). Predict the product of the given reaction. Given the reactants CO[C:3](=[O:12])[C:4]1[CH:9]=[C:8](Br)[C:7](Cl)=[N:6][CH:5]=1.[CH:13]1([CH2:16][OH:17])[CH2:15][CH2:14]1.[Cl:18][C:19]1[CH:24]=[C:23]([Cl:25])[CH:22]=[CH:21][C:20]=1B(O)O.[NH2:29][C@@H:30]1[CH2:35][CH2:34][CH2:33][CH2:32][C@H:31]1[OH:36], predict the reaction product. The product is: [CH:13]1([CH2:16][O:17][C:7]2[C:8]([C:22]3[CH:21]=[CH:20][C:19]([Cl:18])=[CH:24][C:23]=3[Cl:25])=[CH:9][C:4]([C:3]([NH:29][C@@H:30]3[CH2:35][CH2:34][CH2:33][CH2:32][C@H:31]3[OH:36])=[O:12])=[CH:5][N:6]=2)[CH2:15][CH2:14]1.